This data is from Reaction yield outcomes from USPTO patents with 853,638 reactions. The task is: Predict the reaction yield, written as a fraction of the theoretical maximum amount of product (1.0 means a 100% yield; for example, 0.34 means a 34% yield). (1) The reactants are [H-].[Al+3].[Li+].[H-].[H-].[H-].[CH3:7][O:8][C:9]1[CH:10]=[CH:11][C:12]([C:32](OC)=[O:33])=[C:13]2[C:17]=1[N:16]=[C:15]1[N:18]([C:22]3[C:23]([CH3:31])=[N:24][C:25]([O:29][CH3:30])=[N:26][C:27]=3[CH3:28])[CH2:19][CH2:20][CH2:21][N:14]21.[OH-].[Na+].S([O-])([O-])(=O)=O.[Mg+2]. The catalyst is O1CCCC1.O. The product is [CH3:7][O:8][C:9]1[C:17]2[N:16]=[C:15]3[N:18]([C:22]4[C:23]([CH3:31])=[N:24][C:25]([O:29][CH3:30])=[N:26][C:27]=4[CH3:28])[CH2:19][CH2:20][CH2:21][N:14]3[C:13]=2[C:12]([CH2:32][OH:33])=[CH:11][CH:10]=1. The yield is 0.710. (2) The reactants are C([O:3][C:4](=[O:32])[C:5]([O:8][C:9]1[CH:14]=[CH:13][C:12]([O:15][CH2:16][CH2:17][C:18]2[N:19]=[C:20]([C:24]3[CH:29]=[CH:28][C:27]([O:30][CH3:31])=[CH:26][CH:25]=3)[O:21][C:22]=2[CH3:23])=[CH:11][CH:10]=1)([CH3:7])[CH3:6])C.[OH-].[Na+]. The catalyst is C(O)C. The product is [CH3:31][O:30][C:27]1[CH:26]=[CH:25][C:24]([C:20]2[O:21][C:22]([CH3:23])=[C:18]([CH2:17][CH2:16][O:15][C:12]3[CH:11]=[CH:10][C:9]([O:8][C:5]([CH3:6])([CH3:7])[C:4]([OH:32])=[O:3])=[CH:14][CH:13]=3)[N:19]=2)=[CH:29][CH:28]=1. The yield is 1.00. (3) The reactants are [Cl:1][C:2]1[CH:10]=[C:6]([C:7]([OH:9])=O)[C:5]([OH:11])=[CH:4][CH:3]=1.[NH2:12][C:13]1[S:14][CH:15]=[C:16]([C:18]2[CH:23]=[CH:22][CH:21]=[C:20]([C:24]([F:27])([F:26])[F:25])[CH:19]=2)[N:17]=1. No catalyst specified. The product is [Cl:1][C:2]1[CH:3]=[CH:4][C:5]([OH:11])=[C:6]([CH:10]=1)[C:7]([NH:12][C:13]1[S:14][CH:15]=[C:16]([C:18]2[CH:23]=[CH:22][CH:21]=[C:20]([C:24]([F:27])([F:25])[F:26])[CH:19]=2)[N:17]=1)=[O:9]. The yield is 0.310. (4) The reactants are [C:1]([C:5]1[CH:9]=[C:8]([NH:10][C:11]([NH:13][C:14]2[CH:19]=[C:18]([C:20]3[C:31](=[O:32])[N:30]([CH3:33])[C:23]4[N:24]=[C:25](SC)[N:26]=[CH:27][C:22]=4[CH:21]=3)[C:17]([Cl:34])=[CH:16][C:15]=2[F:35])=[O:12])[O:7][N:6]=1)([CH3:4])([CH3:3])[CH3:2].[CH3:36][NH2:37]. No catalyst specified. The product is [C:1]([C:5]1[CH:9]=[C:8]([NH:10][C:11]([NH:13][C:14]2[CH:19]=[C:18]([C:20]3[C:31](=[O:32])[N:30]([CH3:33])[C:23]4[N:24]=[C:25]([NH:37][CH3:36])[N:26]=[CH:27][C:22]=4[CH:21]=3)[C:17]([Cl:34])=[CH:16][C:15]=2[F:35])=[O:12])[O:7][N:6]=1)([CH3:4])([CH3:3])[CH3:2]. The yield is 0.500. (5) The yield is 0.370. The reactants are [Cl:1][C:2]1[CH:3]=[C:4]([NH:8][S:9]([C:12]2[CH:13]=[C:14]3[C:18](=[CH:19][CH:20]=2)[NH:17][C:16](=[O:21])[CH2:15]3)(=[O:11])=[O:10])[CH:5]=[CH:6][CH:7]=1.[CH2:22]([N:24]([CH2:39][CH3:40])[CH2:25][CH2:26][NH:27][C:28]([C:30]1[C:34]([CH3:35])=[C:33]([CH:36]=O)[NH:32][C:31]=1[CH3:38])=[O:29])[CH3:23]. The product is [CH2:39]([N:24]([CH2:22][CH3:23])[CH2:25][CH2:26][NH:27][C:28]([C:30]1[C:34]([CH3:35])=[C:33]([CH:36]=[C:15]2[C:14]3[C:18](=[CH:19][CH:20]=[C:12]([S:9](=[O:11])(=[O:10])[NH:8][C:4]4[CH:5]=[CH:6][CH:7]=[C:2]([Cl:1])[CH:3]=4)[CH:13]=3)[NH:17][C:16]2=[O:21])[NH:32][C:31]=1[CH3:38])=[O:29])[CH3:40]. No catalyst specified.